From a dataset of M1 muscarinic receptor antagonist screen with 61,756 compounds. Binary Classification. Given a drug SMILES string, predict its activity (active/inactive) in a high-throughput screening assay against a specified biological target. (1) The molecule is O(C(=O)C=1C(NC(=O)NC1C)\C(=C\c1ccccc1)C)CC. The result is 0 (inactive). (2) The molecule is S(c1n(c(nn1)Cc1n(ccc1)C)c1ccc(OC)cc1)CC(=O)NCc1occc1. The result is 0 (inactive). (3) The drug is O=C1CCCc2nc(N3CCc4c3cccc4)ncc12. The result is 0 (inactive). (4) The result is 0 (inactive). The molecule is O=C(N(CCC#N)C)CC(CC)(c1ccccc1)C.